Dataset: NCI-60 drug combinations with 297,098 pairs across 59 cell lines. Task: Regression. Given two drug SMILES strings and cell line genomic features, predict the synergy score measuring deviation from expected non-interaction effect. (1) Drug 1: CN(C)N=NC1=C(NC=N1)C(=O)N. Drug 2: C1=C(C(=O)NC(=O)N1)N(CCCl)CCCl. Cell line: HCT-15. Synergy scores: CSS=32.6, Synergy_ZIP=-3.09, Synergy_Bliss=1.14, Synergy_Loewe=-5.90, Synergy_HSA=0.163. (2) Drug 1: CC1=C2C(C(=O)C3(C(CC4C(C3C(C(C2(C)C)(CC1OC(=O)C(C(C5=CC=CC=C5)NC(=O)OC(C)(C)C)O)O)OC(=O)C6=CC=CC=C6)(CO4)OC(=O)C)OC)C)OC. Drug 2: CC1=C(C(=O)C2=C(C1=O)N3CC4C(C3(C2COC(=O)N)OC)N4)N. Cell line: CAKI-1. Synergy scores: CSS=55.0, Synergy_ZIP=3.84, Synergy_Bliss=4.02, Synergy_Loewe=3.60, Synergy_HSA=10.5. (3) Drug 1: C1=CN(C(=O)N=C1N)C2C(C(C(O2)CO)O)O.Cl. Drug 2: CCN(CC)CCNC(=O)C1=C(NC(=C1C)C=C2C3=C(C=CC(=C3)F)NC2=O)C. Cell line: ACHN. Synergy scores: CSS=46.7, Synergy_ZIP=-0.364, Synergy_Bliss=-0.410, Synergy_Loewe=-16.9, Synergy_HSA=0.458. (4) Cell line: SF-268. Drug 2: CC1=C(C=C(C=C1)NC(=O)C2=CC=C(C=C2)CN3CCN(CC3)C)NC4=NC=CC(=N4)C5=CN=CC=C5. Drug 1: C1=CC(=CC=C1CCC2=CNC3=C2C(=O)NC(=N3)N)C(=O)NC(CCC(=O)O)C(=O)O. Synergy scores: CSS=25.4, Synergy_ZIP=3.63, Synergy_Bliss=3.25, Synergy_Loewe=-18.1, Synergy_HSA=1.69. (5) Drug 1: CC1C(C(CC(O1)OC2CC(CC3=C2C(=C4C(=C3O)C(=O)C5=C(C4=O)C(=CC=C5)OC)O)(C(=O)CO)O)N)O.Cl. Drug 2: CC1C(C(CC(O1)OC2CC(CC3=C2C(=C4C(=C3O)C(=O)C5=C(C4=O)C(=CC=C5)OC)O)(C(=O)C)O)N)O.Cl. Cell line: HCT116. Synergy scores: CSS=20.8, Synergy_ZIP=4.17, Synergy_Bliss=1.05, Synergy_Loewe=-22.3, Synergy_HSA=-6.58.